The task is: Predict which catalyst facilitates the given reaction.. This data is from Catalyst prediction with 721,799 reactions and 888 catalyst types from USPTO. (1) Reactant: F[C:2]1[CH:3]=[C:4]([CH:7]=[CH:8][C:9]=1[C:10]([F:13])([F:12])[F:11])[C:5]#[N:6].[NH3:14]. Product: [NH2:14][C:2]1[CH:3]=[C:4]([CH:7]=[CH:8][C:9]=1[C:10]([F:13])([F:12])[F:11])[C:5]#[N:6]. The catalyst class is: 170. (2) Reactant: Br[C:2]([C:4]([F:7])([F:6])[F:5])=[CH2:3].[N+:8](=[CH:10][C:11]([O:13][CH2:14][CH3:15])=[O:12])=[N-:9]. Product: [CH2:14]([O:13][C:11]([C:10]1[CH:3]=[C:2]([C:4]([F:7])([F:6])[F:5])[NH:9][N:8]=1)=[O:12])[CH3:15]. The catalyst class is: 27. (3) Reactant: [CH3:1][O:2][C:3](=[O:33])/[C:4](/OCC1C=CC=CC=1)=[C:5](/N=C=O)\[C:6]1[CH:11]=[C:10]([O:12][CH2:13][C:14]2[CH:19]=[CH:18][CH:17]=[CH:16][CH:15]=2)[C:9]([CH3:20])=[CH:8][C:7]=1Br.C([O-])(=O)C.[Cs+].[NH3:39]. Product: [CH3:1][O:2][C:3]([C:4]1[NH:39][C:7]2[C:6]([CH:5]=1)=[CH:11][C:10]([O:12][CH2:13][C:14]1[CH:19]=[CH:18][CH:17]=[CH:16][CH:15]=1)=[C:9]([CH3:20])[CH:8]=2)=[O:33]. The catalyst class is: 156. (4) Reactant: [CH2:1]([N:8]1[C:17](=[O:18])[C:16]2[C:11](=[CH:12][C:13]([O:28][CH3:29])=[C:14]([O:19][C@H:20]3[CH2:25][CH2:24][C@@H:23]([NH:26][CH3:27])[CH2:22][CH2:21]3)[CH:15]=2)[N:10]=[CH:9]1)[C:2]1[CH:7]=[CH:6][CH:5]=[CH:4][CH:3]=1.[N:30]1([C:36](Cl)=[O:37])[CH2:35][CH2:34][O:33][CH2:32][CH2:31]1.C(N(C(C)C)C(C)C)C. Product: [CH2:1]([N:8]1[C:17](=[O:18])[C:16]2[C:11](=[CH:12][C:13]([O:28][CH3:29])=[C:14]([O:19][C@H:20]3[CH2:21][CH2:22][C@@H:23]([N:26]([C:36]([N:30]4[CH2:35][CH2:34][O:33][CH2:32][CH2:31]4)=[O:37])[CH3:27])[CH2:24][CH2:25]3)[CH:15]=2)[N:10]=[CH:9]1)[C:2]1[CH:3]=[CH:4][CH:5]=[CH:6][CH:7]=1. The catalyst class is: 10. (5) Reactant: B(Br)(Br)Br.CC1(C)[O:10][C@H:9]2[CH2:11][S:12][C@@H:13]([CH2:14][CH2:15][CH2:16][CH2:17][C:18]([O:20]CC3C=CC=CC=3)=[O:19])[C@H:8]2[O:7]1.[Cl-].[NH4+]. Product: [OH:7][C@H:8]1[C@@H:9]([OH:10])[CH2:11][S:12][C@H:13]1[CH2:14][CH2:15][CH2:16][CH2:17][C:18]([OH:20])=[O:19]. The catalyst class is: 2. (6) Reactant: [CH:1]1([CH2:6][CH:7]([C:18]2[NH:32][C:21]3=[N:22][CH:23]=[C:24]([CH2:26][C:27]([N:29]([CH3:31])[CH3:30])=O)[CH:25]=[C:20]3[CH:19]=2)[C:8]2[CH:13]=[CH:12][C:11]([S:14]([CH3:17])(=[O:16])=[O:15])=[CH:10][CH:9]=2)[CH2:5][CH2:4][CH2:3][CH2:2]1.[H-].[Al+3].[Li+].[H-].[H-].[H-]. Product: [CH:1]1([CH2:6][CH:7]([C:18]2[NH:32][C:21]3=[N:22][CH:23]=[C:24]([CH2:26][CH2:27][N:29]([CH3:30])[CH3:31])[CH:25]=[C:20]3[CH:19]=2)[C:8]2[CH:13]=[CH:12][C:11]([S:14]([CH3:17])(=[O:16])=[O:15])=[CH:10][CH:9]=2)[CH2:5][CH2:4][CH2:3][CH2:2]1. The catalyst class is: 7.